This data is from Reaction yield outcomes from USPTO patents with 853,638 reactions. The task is: Predict the reaction yield, written as a fraction of the theoretical maximum amount of product (1.0 means a 100% yield; for example, 0.34 means a 34% yield). (1) The reactants are Cl[C:2]1[O:3][C:4]2[CH:10]=[CH:9][C:8]([N+:11]([O-:13])=[O:12])=[CH:7][C:5]=2[N:6]=1.C([Sn](CCCC)(CCCC)[C:19]1[S:20][CH:21]=[CH:22][CH:23]=1)CCC.C(OCC)(=O)C. The catalyst is O1CCOCC1.C1C=CC([P]([Pd]([P](C2C=CC=CC=2)(C2C=CC=CC=2)C2C=CC=CC=2)([P](C2C=CC=CC=2)(C2C=CC=CC=2)C2C=CC=CC=2)[P](C2C=CC=CC=2)(C2C=CC=CC=2)C2C=CC=CC=2)(C2C=CC=CC=2)C2C=CC=CC=2)=CC=1. The product is [N+:11]([C:8]1[CH:9]=[CH:10][C:4]2[O:3][C:2]([C:19]3[S:20][CH:21]=[CH:22][CH:23]=3)=[N:6][C:5]=2[CH:7]=1)([O-:13])=[O:12]. The yield is 0.0200. (2) The reactants are [Sm].ICCI.CN(C)P(N(C)C)(N(C)C)=O.[CH3:17][C:18]([Si:21]([CH3:46])([CH3:45])[O:22][C@@H:23]1[CH2:39][C:38]2[C@@:26]([CH3:44])([C@@H:27]3[C@@H:35]([CH2:36][CH:37]=2)[C@H:34]2[C@@:30]([CH3:43])([C@@H:31]([C:40](=[O:42])[CH3:41])[CH2:32][CH2:33]2)[CH2:29][CH2:28]3)[CH2:25][CH2:24]1)([CH3:20])[CH3:19].Br[CH2:48][CH2:49][CH2:50][CH2:51][CH:52]([CH3:54])[CH3:53]. The catalyst is O1CCCC1. The product is [CH3:20][C:18]([Si:21]([CH3:46])([CH3:45])[O:22][C@@H:23]1[CH2:39][C:38]2[C@@:26]([CH3:44])([C@@H:27]3[C@@H:35]([CH2:36][CH:37]=2)[C@H:34]2[C@@:30]([CH3:43])([C@@H:31]([C@@:40]([OH:42])([CH2:48][CH2:49][CH2:50][CH2:51][CH:52]([CH3:54])[CH3:53])[CH3:41])[CH2:32][CH2:33]2)[CH2:29][CH2:28]3)[CH2:25][CH2:24]1)([CH3:17])[CH3:19]. The yield is 0.570. (3) The reactants are [CH3:1][C@:2]12[C:10]([C:11]3([CH:14]=[CH:15][CH2:16][C:17]([OH:20])([CH3:19])[CH3:18])[CH2:13][CH2:12]3)=[CH:9][CH2:8][C@H:7]1[C@@H:6]([OH:21])[CH2:5][CH2:4][CH2:3]2.[Cr](O[Cr]([O-])(=O)=O)([O-])(=O)=O.[NH+]1C=CC=CC=1.[NH+]1C=CC=CC=1. The catalyst is ClCCl. The product is [CH3:1][C@:2]12[C:10]([C:11]3([CH:14]=[CH:15][CH2:16][C:17]([OH:20])([CH3:18])[CH3:19])[CH2:13][CH2:12]3)=[CH:9][CH2:8][C@H:7]1[C:6](=[O:21])[CH2:5][CH2:4][CH2:3]2. The yield is 0.980. (4) The reactants are [NH2:1][C:2]1[CH:10]=[CH:9][CH:8]=[C:7]([O:11][CH3:12])[C:3]=1[C:4]([OH:6])=[O:5].[CH:13]([CH:15]=[CH2:16])=O. The catalyst is O1CCOCC1. The product is [CH3:12][O:11][C:7]1[C:3]([C:4]([OH:6])=[O:5])=[C:2]2[C:10]([CH:13]=[CH:15][CH:16]=[N:1]2)=[CH:9][CH:8]=1. The yield is 0.200. (5) The reactants are [OH-].[Li+].[CH3:3][C:4]1[CH:13]=[C:12]([CH3:14])[C:11]2[CH2:10][CH2:9][CH2:8][CH2:7][C:6]=2[C:5]=1[N:15]1[C:19]([C:20]([F:23])([F:22])[F:21])=[N:18][N:17]=[C:16]1[S:24][CH2:25][C:26]([O:28]CC)=[O:27]. The catalyst is C1COCC1.CO.O. The product is [CH3:3][C:4]1[CH:13]=[C:12]([CH3:14])[C:11]2[CH2:10][CH2:9][CH2:8][CH2:7][C:6]=2[C:5]=1[N:15]1[C:19]([C:20]([F:22])([F:21])[F:23])=[N:18][N:17]=[C:16]1[S:24][CH2:25][C:26]([OH:28])=[O:27]. The yield is 0.980. (6) The reactants are [CH:1]1([O:5][C:6]2[C:15](B3OC(C)(C)C(C)(C)O3)=[CH:14][CH:13]=[C:12]3[C:7]=2[CH2:8][CH2:9][C@H:10]([CH3:29])[N:11]3[C:25]([O:27][CH3:28])=[O:26])[CH2:4][CH2:3][CH2:2]1.Br[C:31]1[N:32]=[C:33]([C:36]2([F:49])[CH2:41][CH2:40][N:39]([C:42]([O:44][C:45]([CH3:48])([CH3:47])[CH3:46])=[O:43])[CH2:38][CH2:37]2)[S:34][CH:35]=1.C(=O)([O-])[O-].[Cs+].[Cs+]. The catalyst is CC(C1C=C(C(C)C)C(C2C=CC=C(P(C3CCCCC3)C3CCCCC3)C=2)=C(C(C)C)C=1)C.C1C=[C-]C(C2C(N)=CC=CC=2)=CC=1.Cl[Pd+].O1CCOCC1.O. The product is [C:45]([O:44][C:42]([N:39]1[CH2:40][CH2:41][C:36]([C:33]2[S:34][CH:35]=[C:31]([C:15]3[C:6]([O:5][CH:1]4[CH2:2][CH2:3][CH2:4]4)=[C:7]4[C:12](=[CH:13][CH:14]=3)[N:11]([C:25]([O:27][CH3:28])=[O:26])[C@@H:10]([CH3:29])[CH2:9][CH2:8]4)[N:32]=2)([F:49])[CH2:37][CH2:38]1)=[O:43])([CH3:48])([CH3:47])[CH3:46]. The yield is 0.570. (7) The reactants are [CH2:1]([O:8][C:9](=[O:34])[N:10]([CH2:15][CH:16]([OH:33])[CH:17]([NH:25]C(OC(C)(C)C)=O)[CH2:18][C:19]1[CH:24]=[CH:23][CH:22]=[CH:21][CH:20]=1)[CH2:11][CH:12]([CH3:14])[CH3:13])[C:2]1[CH:7]=[CH:6][CH:5]=[CH:4][CH:3]=1.Cl.C(N(CC)C(C)C)(C)C.[O:45]1[CH:49]2[O:50][CH2:51][CH2:52][CH:48]2[CH:47]([O:53][C:54](=[O:63])ON2C(=O)CCC2=O)[CH2:46]1. The catalyst is O1CCOCC1. The product is [CH2:1]([O:8][C:9](=[O:34])[N:10]([CH2:15][CH:16]([OH:33])[CH:17]([NH:25][C:54]([O:53][CH:47]1[CH:48]2[CH:49]([O:50][CH2:51][CH2:52]2)[O:45][CH2:46]1)=[O:63])[CH2:18][C:19]1[CH:24]=[CH:23][CH:22]=[CH:21][CH:20]=1)[CH2:11][CH:12]([CH3:13])[CH3:14])[C:2]1[CH:3]=[CH:4][CH:5]=[CH:6][CH:7]=1. The yield is 0.730.